Dataset: Reaction yield outcomes from USPTO patents with 853,638 reactions. Task: Predict the reaction yield, written as a fraction of the theoretical maximum amount of product (1.0 means a 100% yield; for example, 0.34 means a 34% yield). The reactants are [OH:1][CH:2]([CH2:8][CH:9]=[CH2:10])[C:3]([O:5][CH2:6][CH3:7])=[O:4].[H-].[Na+].[CH2:13](Br)[C:14]1[CH:19]=[CH:18][CH:17]=[CH:16][CH:15]=1. The catalyst is C1COCC1.CCCCCC. The product is [CH2:13]([O:1][CH:2]([CH2:8][CH:9]=[CH2:10])[C:3]([O:5][CH2:6][CH3:7])=[O:4])[C:14]1[CH:19]=[CH:18][CH:17]=[CH:16][CH:15]=1. The yield is 0.290.